This data is from Catalyst prediction with 721,799 reactions and 888 catalyst types from USPTO. The task is: Predict which catalyst facilitates the given reaction. (1) Reactant: [C:1]1([CH2:7][C:8]([N:10]2[CH2:15][CH2:14][N:13]([CH2:16][CH2:17][CH2:18][C:19]3([C:32](Cl)=[O:33])[C:31]4[CH:30]=[CH:29][CH:28]=[CH:27][C:26]=4[C:25]4[C:20]3=[CH:21][CH:22]=[CH:23][CH:24]=4)[CH2:12][CH2:11]2)=[O:9])[CH:6]=[CH:5][CH:4]=[CH:3][CH:2]=1.Cl.[F:36][C:37]([F:41])([F:40])[CH2:38][NH2:39].C(N(CC)CC)C. Product: [F:36][C:37]([F:41])([F:40])[CH2:38][NH:39][C:32]([C:19]1([CH2:18][CH2:17][CH2:16][N:13]2[CH2:14][CH2:15][N:10]([C:8](=[O:9])[CH2:7][C:1]3[CH:6]=[CH:5][CH:4]=[CH:3][CH:2]=3)[CH2:11][CH2:12]2)[C:31]2[CH:30]=[CH:29][CH:28]=[CH:27][C:26]=2[C:25]2[C:20]1=[CH:21][CH:22]=[CH:23][CH:24]=2)=[O:33]. The catalyst class is: 2. (2) Reactant: [CH2:1]1[CH2:5]OC[CH2:2]1.BrC(C)C.[Cl:10][C:11]1[CH:18]=[CH:17][CH:16]=[CH:15][C:12]=1[C:13]#[N:14].[BH4-].[Na+]. Product: [Cl:10][C:11]1[CH:18]=[CH:17][CH:16]=[CH:15][C:12]=1[CH:13]([NH2:14])[CH:1]([CH3:5])[CH3:2]. The catalyst class is: 5.